From a dataset of Merck oncology drug combination screen with 23,052 pairs across 39 cell lines. Regression. Given two drug SMILES strings and cell line genomic features, predict the synergy score measuring deviation from expected non-interaction effect. (1) Drug 1: CN1C(=O)C=CC2(C)C3CCC4(C)C(NC(=O)OCC(F)(F)F)CCC4C3CCC12. Drug 2: NC1(c2ccc(-c3nc4ccn5c(=O)[nH]nc5c4cc3-c3ccccc3)cc2)CCC1. Cell line: UACC62. Synergy scores: synergy=0.259. (2) Drug 1: O=S1(=O)NC2(CN1CC(F)(F)F)C1CCC2Cc2cc(C=CCN3CCC(C(F)(F)F)CC3)ccc2C1. Drug 2: CCN(CC)CCNC(=O)c1c(C)[nH]c(C=C2C(=O)Nc3ccc(F)cc32)c1C. Cell line: UWB1289. Synergy scores: synergy=3.85. (3) Drug 1: Nc1ccn(C2OC(CO)C(O)C2(F)F)c(=O)n1. Drug 2: Cn1nnc2c(C(N)=O)ncn2c1=O. Cell line: NCIH460. Synergy scores: synergy=-1.75. (4) Drug 1: C=CCn1c(=O)c2cnc(Nc3ccc(N4CCN(C)CC4)cc3)nc2n1-c1cccc(C(C)(C)O)n1. Drug 2: CCC1(O)C(=O)OCc2c1cc1n(c2=O)Cc2cc3c(CN(C)C)c(O)ccc3nc2-1. Cell line: HT144. Synergy scores: synergy=9.41. (5) Drug 1: CS(=O)(=O)CCNCc1ccc(-c2ccc3ncnc(Nc4ccc(OCc5cccc(F)c5)c(Cl)c4)c3c2)o1. Drug 2: CCc1c2c(nc3ccc(O)cc13)-c1cc3c(c(=O)n1C2)COC(=O)C3(O)CC. Cell line: VCAP. Synergy scores: synergy=34.1. (6) Drug 1: O=C(O)C1(Cc2cccc(Nc3nccs3)n2)CCC(Oc2cccc(Cl)c2F)CC1. Drug 2: CNC(=O)c1cc(Oc2ccc(NC(=O)Nc3ccc(Cl)c(C(F)(F)F)c3)cc2)ccn1. Cell line: A427. Synergy scores: synergy=6.22. (7) Drug 1: Nc1ccn(C2OC(CO)C(O)C2(F)F)c(=O)n1. Drug 2: CS(=O)(=O)CCNCc1ccc(-c2ccc3ncnc(Nc4ccc(OCc5cccc(F)c5)c(Cl)c4)c3c2)o1. Cell line: SKMEL30. Synergy scores: synergy=0.279.